From a dataset of Reaction yield outcomes from USPTO patents with 853,638 reactions. Predict the reaction yield, written as a fraction of the theoretical maximum amount of product (1.0 means a 100% yield; for example, 0.34 means a 34% yield). The reactants are Cl[C:2]1[CH:7]=[CH:6][N:5]=[C:4]2[CH:8]=[C:9]([C:11]3[N:12]([CH3:16])[CH:13]=[CH:14][N:15]=3)[S:10][C:3]=12.FC1C=C([N+]([O-])=O)C=CC=1OC1C=CN=C2C=C(C3SC=CN=3)SC=12.[CH3:42][O:43][C:44]1[CH:45]=[C:46]([OH:53])[CH:47]=[CH:48][C:49]=1[N+:50]([O-:52])=[O:51]. No catalyst specified. The product is [CH3:42][O:43][C:44]1[CH:45]=[C:46]([CH:47]=[CH:48][C:49]=1[N+:50]([O-:52])=[O:51])[O:53][C:2]1[CH:7]=[CH:6][N:5]=[C:4]2[CH:8]=[C:9]([C:11]3[N:12]([CH3:16])[CH:13]=[CH:14][N:15]=3)[S:10][C:3]=12. The yield is 0.0900.